This data is from Full USPTO retrosynthesis dataset with 1.9M reactions from patents (1976-2016). The task is: Predict the reactants needed to synthesize the given product. (1) Given the product [NH2:1][CH2:4][CH2:5][O:6][CH:7]1[CH:12]([NH:13][C:14](=[O:16])[CH3:15])[CH:11]([OH:17])[CH:10]([OH:18])[CH:9]([CH2:19][OH:20])[O:8]1, predict the reactants needed to synthesize it. The reactants are: [N:1]([CH2:4][CH2:5][O:6][CH:7]1[CH:12]([NH:13][C:14](=[O:16])[CH3:15])[CH:11]([OH:17])[CH:10]([OH:18])[CH:9]([CH2:19][OH:20])[O:8]1)=[N+]=[N-]. (2) Given the product [ClH:1].[F:22][C:16]1[CH:17]=[C:18]([CH3:21])[CH:19]=[CH:20][C:15]=1[N:8]1[C:9]2[CH:14]=[CH:13][CH:12]=[CH:11][C:10]=2[N:6]([CH2:5]/[CH:4]=[CH:3]\[CH2:2][N:26]([CH3:27])[CH3:25])[S:7]1(=[O:24])=[O:23], predict the reactants needed to synthesize it. The reactants are: [Cl:1][CH2:2]/[CH:3]=[CH:4]\[CH2:5][N:6]1[C:10]2[CH:11]=[CH:12][CH:13]=[CH:14][C:9]=2[N:8]([C:15]2[CH:20]=[CH:19][C:18]([CH3:21])=[CH:17][C:16]=2[F:22])[S:7]1(=[O:24])=[O:23].[CH3:25][NH:26][CH3:27]. (3) Given the product [Br:16][C:14]1[CH:13]=[CH:12][C:7]2[C:8](=[O:9])[O:10][C:11](=[O:1])[NH:5][C:6]=2[CH:15]=1, predict the reactants needed to synthesize it. The reactants are: [O-:1]C#N.[Na+].[NH2:5][C:6]1[CH:15]=[C:14]([Br:16])[CH:13]=[CH:12][C:7]=1[C:8]([O:10][CH3:11])=[O:9].